Dataset: Cav3 T-type calcium channel HTS with 100,875 compounds. Task: Binary Classification. Given a drug SMILES string, predict its activity (active/inactive) in a high-throughput screening assay against a specified biological target. (1) The compound is S(=O)(=O)(N1CC(CCC1)C(=O)Nc1cc(OCC)ccc1)c1ccc(n2nnnc2)cc1. The result is 0 (inactive). (2) The molecule is O1C2(C(C(CC2)(C1=O)C)(C)C)C(=O)NCc1cc2OCOc2cc1. The result is 0 (inactive). (3) The drug is S(=O)(=O)(CC(=O)N1CCc2c(C1)cccc2)Cc1ccccc1. The result is 0 (inactive). (4) The drug is Clc1c(S(=O)(=O)Nc2ccc(Cl)cc2)cc(C(=O)NCCN(CC)CC)cc1. The result is 0 (inactive). (5) The drug is O=c1n(c(nc2c1cc(NC(=O)CC)cc2)C1CC1)Cc1ccccc1. The result is 0 (inactive).